From a dataset of Reaction yield outcomes from USPTO patents with 853,638 reactions. Predict the reaction yield, written as a fraction of the theoretical maximum amount of product (1.0 means a 100% yield; for example, 0.34 means a 34% yield). (1) The reactants are C(=O)([O-])[O-].[Cs+].[Cs+].[Cl:7][C:8]1[CH:20]=[CH:19][C:11]([N:12]([CH2:16][CH2:17]I)[CH2:13][CH2:14]I)=[CH:10][CH:9]=1.[Br:21][C:22]1[CH:30]=[C:29]2[C:25]([CH2:26][C:27](=[O:38])[N:28]2C(OC(C)(C)C)=O)=[CH:24][CH:23]=1. The catalyst is CN(C=O)C.O. The product is [Br:21][C:22]1[CH:30]=[C:29]2[NH:28][C:27](=[O:38])[C:26]3([CH2:17][CH2:16][N:12]([C:11]4[CH:19]=[CH:20][C:8]([Cl:7])=[CH:9][CH:10]=4)[CH2:13][CH2:14]3)[C:25]2=[CH:24][CH:23]=1. The yield is 0.170. (2) The reactants are [C:1]([O:5][C:6]([N:8]1[CH2:12][C:11](=[CH2:13])[CH2:10][C@H:9]1[C:14]([OH:16])=[O:15])=[O:7])([CH3:4])([CH3:3])[CH3:2]. The catalyst is C(O)C.O=[Pt]=O. The product is [C:1]([O:5][C:6]([N:8]1[CH2:12][CH:11]([CH3:13])[CH2:10][C@H:9]1[C:14]([OH:16])=[O:15])=[O:7])([CH3:2])([CH3:3])[CH3:4]. The yield is 0.710. (3) The reactants are Br[C:2]1[CH:3]=[N:4][NH:5][C:6]=1[CH:7]1[CH2:9][CH2:8]1.[B:10]1([B:10]2[O:14][C:13]([CH3:16])([CH3:15])[C:12]([CH3:18])([CH3:17])[O:11]2)[O:14][C:13]([CH3:16])([CH3:15])[C:12]([CH3:18])([CH3:17])[O:11]1.CC([O-])=O.[K+]. The catalyst is CS(C)=O. The product is [CH:7]1([C:6]2[NH:5][N:4]=[CH:3][C:2]=2[B:10]2[O:14][C:13]([CH3:16])([CH3:15])[C:12]([CH3:18])([CH3:17])[O:11]2)[CH2:9][CH2:8]1. The yield is 0.140. (4) The reactants are C([O-])([O-])=O.[K+].[K+].[OH:7][C@@H:8]([C@@:10]1([CH3:31])[C@H:14]([C:15]2[CH:20]=[CH:19][C:18]([O:21][CH3:22])=[C:17]([OH:23])[CH:16]=2)[CH2:13][N:12]([C:24](=[O:30])[CH2:25][S:26][C:27](=[O:29])[CH3:28])[CH2:11]1)[CH3:9].[CH:32]1([CH2:35]Br)[CH2:34][CH2:33]1. The catalyst is CN(C=O)C.O. The product is [OH:7][C@@H:8]([C@@:10]1([CH3:31])[C@H:14]([C:15]2[CH:20]=[CH:19][C:18]([O:21][CH3:22])=[C:17]([O:23][CH2:35][CH:32]3[CH2:34][CH2:33]3)[CH:16]=2)[CH2:13][N:12]([C:24](=[O:30])[CH2:25][S:26][C:27](=[O:29])[CH3:28])[CH2:11]1)[CH3:9]. The yield is 0.360. (5) The reactants are Cl[C:2]1[C:7]([CH:8]=[O:9])=[C:6]([N:10]2[CH2:23][CH2:22][N:13]3[C:14]4[CH2:15][CH2:16][CH2:17][CH2:18][C:19]=4[C:20]([F:21])=[C:12]3[C:11]2=[O:24])[N:5]=[CH:4][CH:3]=1.[CH3:25][N:26]1[CH:31]=[C:30](B2OC(C)(C)C(C)(C)O2)[CH:29]=[C:28]([NH:41][C:42]2[CH:47]=[CH:46][N:45]=[C:44]([CH3:48])[N:43]=2)[C:27]1=[O:49].C([O-])(=O)C.[Na+].[O-]P([O-])([O-])=O.[K+].[K+].[K+]. The catalyst is C1C=CC(P(C2C=CC=CC=2)[C-]2C=CC=C2)=CC=1.C1C=CC(P(C2C=CC=CC=2)[C-]2C=CC=C2)=CC=1.Cl[Pd]Cl.[Fe+2].C(#N)C.O. The product is [F:21][C:20]1[C:19]2[CH2:18][CH2:17][CH2:16][CH2:15][C:14]=2[N:13]2[CH2:22][CH2:23][N:10]([C:6]3[N:5]=[CH:4][CH:3]=[C:2]([C:30]4[CH:29]=[C:28]([NH:41][C:42]5[CH:47]=[CH:46][N:45]=[C:44]([CH3:48])[N:43]=5)[C:27](=[O:49])[N:26]([CH3:25])[CH:31]=4)[C:7]=3[CH:8]=[O:9])[C:11](=[O:24])[C:12]=12. The yield is 0.570. (6) The reactants are [F:1][C:2]1[CH:7]=[CH:6][C:5]([C@@H:8](O)[C@@H:9]2[CH2:13][CH2:12][C:11](=[O:14])[N:10]2[CH2:15][CH2:16][NH:17][C:18](=[O:24])[O:19][C:20]([CH3:23])([CH3:22])[CH3:21])=[C:4]([CH3:26])[CH:3]=1.CCN(CC)CC.CS(Cl)(=O)=O.N#N. The catalyst is C(Cl)Cl.CN(C1C=CN=CC=1)C. The product is [F:1][C:2]1[CH:7]=[CH:6][C:5]([C@@H:8]2[N:17]([C:18]([O:19][C:20]([CH3:23])([CH3:22])[CH3:21])=[O:24])[CH2:16][CH2:15][N:10]3[C:11](=[O:14])[CH2:12][CH2:13][C@@H:9]23)=[C:4]([CH3:26])[CH:3]=1. The yield is 0.200. (7) The reactants are Br[C:2]1[CH:3]=[C:4]([NH:10][C:11]2[CH:16]=[CH:15][C:14]([CH:17]3[CH2:20][N:19]([CH:21]4[CH2:24][O:23][CH2:22]4)[CH2:18]3)=[CH:13][N:12]=2)[C:5](=[O:9])[N:6]([CH3:8])[CH:7]=1.[C:25]([O:28][CH2:29][C:30]1[C:31]([N:39]2[CH2:50][CH2:49][N:48]3[C:41](=[CH:42][C:43]4[CH2:44][C:45]([CH3:52])([CH3:51])[CH2:46][C:47]=43)[C:40]2=[O:53])=[N:32][CH:33]=[CH:34][C:35]=1B(O)O)(=[O:27])[CH3:26].C([O-])(=O)C.[Na+].[O-]P([O-])([O-])=O.[K+].[K+].[K+]. The catalyst is O.C1C=CC(P(C2C=CC=CC=2)[C-]2C=CC=C2)=CC=1.C1C=CC(P(C2C=CC=CC=2)[C-]2C=CC=C2)=CC=1.Cl[Pd]Cl.[Fe+2].C(#N)C. The product is [C:25]([O:28][CH2:29][C:30]1[C:31]([N:39]2[CH2:50][CH2:49][N:48]3[C:41](=[CH:42][C:43]4[CH2:44][C:45]([CH3:52])([CH3:51])[CH2:46][C:47]=43)[C:40]2=[O:53])=[N:32][CH:33]=[CH:34][C:35]=1[C:2]1[CH:3]=[C:4]([NH:10][C:11]2[CH:16]=[CH:15][C:14]([CH:17]3[CH2:20][N:19]([CH:21]4[CH2:24][O:23][CH2:22]4)[CH2:18]3)=[CH:13][N:12]=2)[C:5](=[O:9])[N:6]([CH3:8])[CH:7]=1)(=[O:27])[CH3:26]. The yield is 0.460.